Dataset: NCI-60 drug combinations with 297,098 pairs across 59 cell lines. Task: Regression. Given two drug SMILES strings and cell line genomic features, predict the synergy score measuring deviation from expected non-interaction effect. Drug 1: CC1=C(C=C(C=C1)C(=O)NC2=CC(=CC(=C2)C(F)(F)F)N3C=C(N=C3)C)NC4=NC=CC(=N4)C5=CN=CC=C5. Drug 2: CCC1(C2=C(COC1=O)C(=O)N3CC4=CC5=C(C=CC(=C5CN(C)C)O)N=C4C3=C2)O.Cl. Cell line: COLO 205. Synergy scores: CSS=28.2, Synergy_ZIP=-2.68, Synergy_Bliss=-5.70, Synergy_Loewe=-19.2, Synergy_HSA=-3.79.